Dataset: Forward reaction prediction with 1.9M reactions from USPTO patents (1976-2016). Task: Predict the product of the given reaction. (1) Given the reactants [CH3:1][O:2][C:3]1[CH:4]=[C:5]([CH:32]=[CH:33][C:34]=1[O:35][CH3:36])[CH2:6][C:7]1[N:11]([C:12]2[CH:17]=[C:16]([CH:18]3[CH2:20][CH:19]3B3OC(C)(C)C(C)(C)O3)[N:15]=[C:14]([CH3:30])[N:13]=2)[N:10]=[C:9]([CH3:31])[N:8]=1.Br[C:38]1[CH:43]=[CH:42][C:41]([CH3:44])=[CH:40][N:39]=1.C(=O)([O-])[O-].[Cs+].[Cs+].C(P(C12CC3CC(CC(C3)C1)C2)C12CC3CC(CC(C3)C1)C2)CCC, predict the reaction product. The product is: [CH3:1][O:2][C:3]1[CH:4]=[C:5]([CH:32]=[CH:33][C:34]=1[O:35][CH3:36])[CH2:6][C:7]1[N:11]([C:12]2[CH:17]=[C:16]([CH:18]3[CH2:20][CH:19]3[C:38]3[CH:43]=[CH:42][C:41]([CH3:44])=[CH:40][N:39]=3)[N:15]=[C:14]([CH3:30])[N:13]=2)[N:10]=[C:9]([CH3:31])[N:8]=1. (2) Given the reactants [NH2:1][C@@H:2]1[CH2:6][CH2:5][N:4]([C:7]2[N:15]=[C:14]3[C:10]([N:11]=[CH:12][N:13]3[C@@H:16]3[CH2:20][C@H:19]([N:21]4[N:25]=[N:24][C:23]([CH2:26][CH3:27])=[N:22]4)[C@@H:18]([OH:28])[C@H:17]3[OH:29])=[C:9]([NH:30][CH2:31][CH:32]([C:40]3[CH:45]=[CH:44][C:43]([OH:46])=[CH:42][CH:41]=3)[C:33]3[CH:38]=[CH:37][C:36]([OH:39])=[CH:35][CH:34]=3)[N:8]=2)[CH2:3]1.[ClH:47].C1(C(C2C=CC=CC=2)CNC2N=C(N3CC[C@@H](N[C:72]([NH:74][CH2:75][C:76]4[CH:81]=[CH:80][CH:79]=[CH:78][N:77]=4)=[O:73])C3)N=C3C=2N=CN3[C@@H]2C[C@H](N3N=NC(CC)=N3)[C@@H](O)[C@H]2O)C=CC=CC=1, predict the reaction product. The product is: [ClH:47].[OH:46][C:43]1[CH:44]=[CH:45][C:40]([CH:32]([C:33]2[CH:38]=[CH:37][C:36]([OH:39])=[CH:35][CH:34]=2)[CH2:31][NH:30][C:9]2[N:8]=[C:7]([N:4]3[CH2:5][CH2:6][C@@H:2]([NH:1][C:72]([NH:74][CH2:75][C:76]4[CH:81]=[CH:80][CH:79]=[CH:78][N:77]=4)=[O:73])[CH2:3]3)[N:15]=[C:14]3[C:10]=2[N:11]=[CH:12][N:13]3[C@@H:16]2[CH2:20][C@H:19]([N:21]3[N:25]=[N:24][C:23]([CH2:26][CH3:27])=[N:22]3)[C@@H:18]([OH:28])[C@H:17]2[OH:29])=[CH:41][CH:42]=1.